Predict the reaction yield, written as a fraction of the theoretical maximum amount of product (1.0 means a 100% yield; for example, 0.34 means a 34% yield). From a dataset of Reaction yield outcomes from USPTO patents with 853,638 reactions. (1) The reactants are [H-].[Na+].[F:3][C:4]1[CH:9]=[CH:8][C:7]([OH:10])=[CH:6][CH:5]=1.[CH2:11]([O:13][C:14](=[O:19])[C:15](Br)([F:17])[F:16])[CH3:12]. The catalyst is C(OCC)C. The product is [CH2:11]([O:13][C:14](=[O:19])[C:15]([F:17])([F:16])[O:10][C:7]1[CH:8]=[CH:9][C:4]([F:3])=[CH:5][CH:6]=1)[CH3:12]. The yield is 0.590. (2) The reactants are [CH:1]1([C:6]([OH:8])=O)[CH2:5][CH:4]=[CH:3][CH2:2]1.CN(C=O)C.[C:14](Cl)(=[O:18])[C:15](Cl)=O.[CH2:20](N(CC)CC)[CH3:21]. The catalyst is C(Cl)Cl. The product is [CH2:20]([O:8][C:6]1[C:1]2([CH2:2][CH:3]=[CH:4][CH2:5]2)[C:14](=[O:18])[CH:15]=1)[CH3:21]. The yield is 0.730. (3) The reactants are [CH2:1]([O:4][C:5](=[O:46])[C@H:6]([CH2:25][CH2:26][CH2:27][NH:28][C:29](=[NH:45])[NH:30][C:31]1[C:32]([CH3:44])=[C:33]([CH3:43])[C:34]2[O:38][C:37]([CH3:40])([CH3:39])[CH2:36][C:35]=2[C:41]=1C)[NH:7][C:8]([O:10]CC1C2C=CC=CC=2C2C1=CC=CC=2)=[O:9])[CH:2]=[CH2:3].N1CCC[CH2:49][CH2:48]1.[CH:53]1[C:58]([N+:59]([O-:61])=[O:60])=[CH:57][CH:56]=[C:55]([Cl-]C([O-])=O)[CH:54]=1.OS([O-])(=O)=O.[K+]. The catalyst is CN(C=O)C.C(Cl)Cl.N1C=CC=CC=1. The product is [CH2:1]([O:4][C:5](=[O:46])[C@H:6]([CH2:25][CH2:26][CH2:27][NH:28][C:29]([NH:30][C:31]1[C:32]([CH3:44])=[C:33]([CH3:43])[C:34]2[O:38][C:37]([CH3:40])([CH3:39])[CH2:36][C:35]=2[C:41]=1[CH2:48][CH3:49])=[NH:45])[NH:7][C:8]([O:10][C:55]1[CH:54]=[CH:53][C:58]([N+:59]([O-:61])=[O:60])=[CH:57][CH:56]=1)=[O:9])[CH:2]=[CH2:3]. The yield is 0.180. (4) The reactants are CC(OI1(OC(C)=O)(OC(C)=O)OC(=O)C2C1=CC=CC=2)=O.[NH:23]1[C:31]2[C:26](=[C:27]([CH2:32][OH:33])[CH:28]=[CH:29][CH:30]=2)[CH:25]=[CH:24]1.[OH-].[Na+].CCOCC. The catalyst is C(Cl)Cl. The product is [NH:23]1[C:31]2[CH:30]=[CH:29][CH:28]=[C:27]([CH:32]=[O:33])[C:26]=2[CH:25]=[CH:24]1. The yield is 0.530. (5) The reactants are [NH2:1][CH2:2][C:3]1[CH:11]=[CH:10][C:6]([C:7]([OH:9])=[O:8])=[CH:5][CH:4]=1.[C:12](=[O:15])([O-])[O-:13].[K+].[K+].O.C(O)(=O)[CH2:20][C:21]([CH2:26]C(O)=O)([C:23](O)=O)O. The catalyst is O. The product is [C:21]([O:13][C:12]([NH:1][CH2:2][C:3]1[CH:4]=[CH:5][C:6]([C:7]([OH:9])=[O:8])=[CH:10][CH:11]=1)=[O:15])([CH3:26])([CH3:23])[CH3:20]. The yield is 0.920.